This data is from Full USPTO retrosynthesis dataset with 1.9M reactions from patents (1976-2016). The task is: Predict the reactants needed to synthesize the given product. (1) Given the product [Cl:8][C:4]1[CH:5]=[CH:6][CH:7]=[C:2]2[C:3]=1[CH:9]=[CH:20][C:18]([C:16]1[CH:17]=[C:12]([CH3:11])[CH:13]=[C:14]([CH3:21])[CH:15]=1)=[N:1]2, predict the reactants needed to synthesize it. The reactants are: [NH2:1][C:2]1[CH:7]=[CH:6][CH:5]=[C:4]([Cl:8])[C:3]=1[CH2:9]O.[CH3:11][C:12]1[CH:17]=[C:16]([C:18]([CH3:20])=O)[CH:15]=[C:14]([CH3:21])[CH:13]=1.[OH-].[K+]. (2) Given the product [CH2:1]([N:8]1[CH:12]=[C:11]([C:13]([O:15][CH2:16][CH3:17])=[O:14])[C:10]([O:18][CH2:19][C:20]2[CH:25]=[CH:24][C:23]([O:26][CH2:27][C:28]3[N:29]=[C:30]([C:34]4[O:35][CH:36]=[CH:37][CH:38]=4)[O:31][C:32]=3[CH3:33])=[C:22]([OH:39])[CH:21]=2)=[N:9]1)[C:2]1[CH:3]=[CH:4][CH:5]=[CH:6][CH:7]=1, predict the reactants needed to synthesize it. The reactants are: [CH2:1]([N:8]1[CH:12]=[C:11]([C:13]([O:15][CH2:16][CH3:17])=[O:14])[C:10]([O:18][CH2:19][C:20]2[CH:25]=[CH:24][C:23]([O:26][CH2:27][C:28]3[N:29]=[C:30]([C:34]4[O:35][CH:36]=[CH:37][CH:38]=4)[O:31][C:32]=3[CH3:33])=[C:22]([O:39]COC)[CH:21]=2)=[N:9]1)[C:2]1[CH:7]=[CH:6][CH:5]=[CH:4][CH:3]=1.Cl.O1CCCC1.C(O)C. (3) Given the product [Br:12][CH2:13][CH2:14][CH2:15][N:4]1[C:5]2=[N:6][CH:7]=[N:8][C:9]([NH2:11])=[C:10]2[C:2]([I:1])=[N:3]1, predict the reactants needed to synthesize it. The reactants are: [I:1][C:2]1[C:10]2[C:5](=[N:6][CH:7]=[N:8][C:9]=2[NH2:11])[NH:4][N:3]=1.[Br:12][CH2:13][CH2:14][CH2:15]O.C1(P(C2C=CC=CC=2)C2C=CC=CC=2)C=CC=CC=1.CCOC(/N=N/C(OCC)=O)=O. (4) Given the product [Cl:29][C:24]1[C:23]([N:17]2[CH2:16][CH2:15][C:14]3[C:19](=[CH:20][CH:21]=[C:12]([N:9]4[CH2:10][CH2:11][C@H:7]([N:3]5[CH2:4][CH2:5][CH2:6][C@@H:2]5[CH3:1])[CH2:8]4)[CH:13]=3)[CH2:18]2)=[CH:28][CH:27]=[CH:26][N:25]=1, predict the reactants needed to synthesize it. The reactants are: [CH3:1][C@H:2]1[CH2:6][CH2:5][CH2:4][N:3]1[C@H:7]1[CH2:11][CH2:10][N:9]([C:12]2[CH:13]=[C:14]3[C:19](=[CH:20][CH:21]=2)[CH2:18][NH:17][CH2:16][CH2:15]3)[CH2:8]1.Br[C:23]1[C:24]([Cl:29])=[N:25][CH:26]=[CH:27][CH:28]=1. (5) Given the product [OH:5][C:4]1([C:15]2[CH:16]=[C:17]([CH3:21])[C:18]([O:19][CH3:20])=[C:13]([CH3:12])[CH:14]=2)[C:6]2[C:11](=[CH:10][CH:9]=[CH:8][CH:7]=2)[NH:1][C:2]1=[O:3], predict the reactants needed to synthesize it. The reactants are: [NH:1]1[C:11]2[C:6](=[CH:7][CH:8]=[CH:9][CH:10]=2)[C:4](=[O:5])[C:2]1=[O:3].[CH3:12][C:13]1[CH:14]=[C:15]([Mg]Br)[CH:16]=[C:17]([CH3:21])[C:18]=1[O:19][CH3:20].C1COCC1. (6) Given the product [N:1]1[CH:6]=[CH:5][CH:4]=[CH:3][C:2]=1[C:7]1[CH:8]=[CH:9][C:10](=[S:15])[NH:11][N:12]=1, predict the reactants needed to synthesize it. The reactants are: [N:1]1[CH:6]=[CH:5][CH:4]=[CH:3][C:2]=1[C:7]1[CH:8]=[CH:9][C:10](=O)[NH:11][N:12]=1.P12(SP3(SP(SP(S3)(S1)=S)(=S)S2)=S)=[S:15].O.